From a dataset of Forward reaction prediction with 1.9M reactions from USPTO patents (1976-2016). Predict the product of the given reaction. (1) Given the reactants [OH:1][C:2]1[CH:7]=[CH:6][C:5]([C@H:8]([CH:15]=[C:16]([CH3:18])[CH3:17])[CH2:9][C:10]([O:12][CH2:13][CH3:14])=[O:11])=[CH:4][CH:3]=1.OC1C=CC([C@@H](C=C(C)C)CC(OCC)=O)=CC=1, predict the reaction product. The product is: [OH:1][C:2]1[CH:3]=[CH:4][C:5]([CH:8]([CH:15]=[C:16]([CH3:17])[CH3:18])[CH2:9][C:10]([O:12][CH2:13][CH3:14])=[O:11])=[CH:6][CH:7]=1. (2) Given the reactants [C:1]([NH:8][C@@H:9]([C:11]([OH:13])=O)[CH3:10])([O:3][C:4]([CH3:7])([CH3:6])[CH3:5])=[O:2].Cl.CN[O:17][CH3:18].[CH:19]([N:22](CC)C(C)C)(C)C.CN(C(ON1N=NC2C=CC=NC1=2)=[N+](C)C)C.F[P-](F)(F)(F)(F)F, predict the reaction product. The product is: [C:4]([O:3][C:1](=[O:2])[NH:8][C@@H:9]([C:11](=[O:13])[NH:22][CH2:19][O:17][CH3:18])[CH3:10])([CH3:5])([CH3:6])[CH3:7]. (3) Given the reactants [CH3:1][O:2][C:3](=[O:27])[C@H:4]([CH2:19][C:20]1[CH:25]=[CH:24][C:23]([NH2:26])=[CH:22][CH:21]=1)[NH:5][C:6]([C:8]1([CH2:13][CH2:14][NH:15][C:16](=[O:18])[CH3:17])[CH2:12][CH2:11][CH2:10][CH2:9]1)=[S:7].C(N(C(C)C)CC)(C)C.[Cl:37][C:38]1[CH:46]=[CH:45][CH:44]=[C:43]([Cl:47])[C:39]=1[C:40](Cl)=[O:41], predict the reaction product. The product is: [CH3:1][O:2][C:3](=[O:27])[C@H:4]([CH2:19][C:20]1[CH:21]=[CH:22][C:23]([NH:26][C:40]([C:39]2[C:38]([Cl:37])=[CH:46][CH:45]=[CH:44][C:43]=2[Cl:47])=[O:41])=[CH:24][CH:25]=1)[NH:5][C:6]([C:8]1([CH2:13][CH2:14][NH:15][C:16](=[O:18])[CH3:17])[CH2:9][CH2:10][CH2:11][CH2:12]1)=[S:7].